From a dataset of NCI-60 drug combinations with 297,098 pairs across 59 cell lines. Regression. Given two drug SMILES strings and cell line genomic features, predict the synergy score measuring deviation from expected non-interaction effect. (1) Drug 1: CC1=C(N=C(N=C1N)C(CC(=O)N)NCC(C(=O)N)N)C(=O)NC(C(C2=CN=CN2)OC3C(C(C(C(O3)CO)O)O)OC4C(C(C(C(O4)CO)O)OC(=O)N)O)C(=O)NC(C)C(C(C)C(=O)NC(C(C)O)C(=O)NCCC5=NC(=CS5)C6=NC(=CS6)C(=O)NCCC[S+](C)C)O. Drug 2: C1CN(P(=O)(OC1)NCCCl)CCCl. Cell line: NCI/ADR-RES. Synergy scores: CSS=43.9, Synergy_ZIP=1.93, Synergy_Bliss=2.46, Synergy_Loewe=-34.5, Synergy_HSA=-0.372. (2) Drug 1: CCCCCOC(=O)NC1=NC(=O)N(C=C1F)C2C(C(C(O2)C)O)O. Drug 2: CS(=O)(=O)OCCCCOS(=O)(=O)C. Cell line: UACC62. Synergy scores: CSS=5.54, Synergy_ZIP=-2.20, Synergy_Bliss=-2.44, Synergy_Loewe=-2.30, Synergy_HSA=-2.44. (3) Drug 1: CCC1(CC2CC(C3=C(CCN(C2)C1)C4=CC=CC=C4N3)(C5=C(C=C6C(=C5)C78CCN9C7C(C=CC9)(C(C(C8N6C)(C(=O)OC)O)OC(=O)C)CC)OC)C(=O)OC)O.OS(=O)(=O)O. Drug 2: C1CCC(C(C1)N)N.C(=O)(C(=O)[O-])[O-].[Pt+4]. Cell line: ACHN. Synergy scores: CSS=35.6, Synergy_ZIP=-0.836, Synergy_Bliss=-2.09, Synergy_Loewe=-2.29, Synergy_HSA=-2.40. (4) Drug 1: CCC1(CC2CC(C3=C(CCN(C2)C1)C4=CC=CC=C4N3)(C5=C(C=C6C(=C5)C78CCN9C7C(C=CC9)(C(C(C8N6C=O)(C(=O)OC)O)OC(=O)C)CC)OC)C(=O)OC)O.OS(=O)(=O)O. Drug 2: C1C(C(OC1N2C=NC3=C(N=C(N=C32)Cl)N)CO)O. Cell line: HCC-2998. Synergy scores: CSS=51.3, Synergy_ZIP=-8.22, Synergy_Bliss=-6.46, Synergy_Loewe=-3.86, Synergy_HSA=-0.832. (5) Drug 1: C1=CC(=CC=C1C#N)C(C2=CC=C(C=C2)C#N)N3C=NC=N3. Drug 2: C1CN(CCN1C(=O)CCBr)C(=O)CCBr. Cell line: NCI-H522. Synergy scores: CSS=31.9, Synergy_ZIP=-1.78, Synergy_Bliss=1.48, Synergy_Loewe=7.00, Synergy_HSA=6.61. (6) Drug 1: C1CN(CCN1C(=O)CCBr)C(=O)CCBr. Drug 2: CC12CCC3C(C1CCC2OP(=O)(O)O)CCC4=C3C=CC(=C4)OC(=O)N(CCCl)CCCl.[Na+]. Cell line: HOP-92. Synergy scores: CSS=12.1, Synergy_ZIP=-2.31, Synergy_Bliss=4.84, Synergy_Loewe=3.70, Synergy_HSA=4.27. (7) Drug 1: C1=CC=C(C=C1)NC(=O)CCCCCCC(=O)NO. Drug 2: COCCOC1=C(C=C2C(=C1)C(=NC=N2)NC3=CC=CC(=C3)C#C)OCCOC.Cl. Cell line: ACHN. Synergy scores: CSS=24.5, Synergy_ZIP=-9.45, Synergy_Bliss=-5.53, Synergy_Loewe=-4.25, Synergy_HSA=-2.80. (8) Drug 1: CC1C(C(CC(O1)OC2CC(OC(C2O)C)OC3=CC4=CC5=C(C(=O)C(C(C5)C(C(=O)C(C(C)O)O)OC)OC6CC(C(C(O6)C)O)OC7CC(C(C(O7)C)O)OC8CC(C(C(O8)C)O)(C)O)C(=C4C(=C3C)O)O)O)O. Drug 2: CC1CCC2CC(C(=CC=CC=CC(CC(C(=O)C(C(C(=CC(C(=O)CC(OC(=O)C3CCCCN3C(=O)C(=O)C1(O2)O)C(C)CC4CCC(C(C4)OC)O)C)C)O)OC)C)C)C)OC. Cell line: OVCAR-5. Synergy scores: CSS=34.0, Synergy_ZIP=-3.41, Synergy_Bliss=0.316, Synergy_Loewe=-5.12, Synergy_HSA=0.669. (9) Drug 1: CN1CCC(CC1)COC2=C(C=C3C(=C2)N=CN=C3NC4=C(C=C(C=C4)Br)F)OC. Drug 2: C1=NNC2=C1C(=O)NC=N2. Cell line: K-562. Synergy scores: CSS=37.7, Synergy_ZIP=6.79, Synergy_Bliss=7.14, Synergy_Loewe=-18.1, Synergy_HSA=7.36. (10) Drug 1: COC1=CC(=CC(=C1O)OC)C2C3C(COC3=O)C(C4=CC5=C(C=C24)OCO5)OC6C(C(C7C(O6)COC(O7)C8=CC=CS8)O)O. Cell line: MDA-MB-435. Synergy scores: CSS=9.43, Synergy_ZIP=1.37, Synergy_Bliss=7.41, Synergy_Loewe=2.18, Synergy_HSA=2.83. Drug 2: CCN(CC)CCNC(=O)C1=C(NC(=C1C)C=C2C3=C(C=CC(=C3)F)NC2=O)C.